From a dataset of B-cell epitopes from IEDB database with 3,159 antigens for binding position prediction. Token-level Classification. Given an antigen amino acid sequence, predict which amino acid positions are active epitope sites capable of antibody binding. Output is a list of indices for active positions. (1) Given the antigen sequence: MSTNPKPQRKTKRNTNRRPQDIKFPGGGQIVGGVYLLPRRGPRLGVRATRKTSERSQPRGRRQPIPKARRPEGRAWAQPGYPWPLYGNEGLGWAGWLLSPRGSRPSWGPTDPRRKSRNLGKVIDTLTCGFADLMGYIPLVGAPLGGVARALAHGVRVLEDGVNYATGNLPGCSFSIFLLALLSCLTTPVSAYEVRNASGMYHVTNDCSNSSIVYEAADMIMHTPGCVPCVREDNSSRCWVALTPTLAARNASVPTTTLRRHVDLLVGVAAFCSAMYVGDLCGSVFLVSQLFTFSPRRHETVQDCNCSIYPGRVSGHRMAWDMMMNWSPTTALVVSQLLRIPQAVVDMVTGSHWGILAGLAYYSMVGNWAKVLIAMLLFAGVDGTTHVTGGAQGRAASSLTSLFSPGPVQHLQLINTNGSWHINRTALSCNDSLNTGFVAALFYKYRFNASGCPERLATCRPIDTFAQGWGPITYTEPHDLDQRPYCWHYAPQPCGIVPTL..., which amino acid positions are active epitope sites? The epitope positions are: [1995, 1996, 1997, 1998, 1999, 2000, 2001, 2002, 2003, 2004, 2005, 2006, 2007, 2008]. The amino acids at these positions are: QSKLLPRLPGVPFF. (2) The epitope positions are: [3, 4, 5, 6, 7, 8, 9, 10, 11]. The amino acids at these positions are: TLEEFSAKL. Given the antigen sequence: MATTLEEFSAKLDRLDAEFAKKMEEQNKKFFADKPDESTLSPEMKEHYEKFEKMIQEHTDKFNKKMHEHSEHFKAKFAELLEQQKNAQFPGK, which amino acid positions are active epitope sites?